From a dataset of Forward reaction prediction with 1.9M reactions from USPTO patents (1976-2016). Predict the product of the given reaction. Given the reactants B(Br)(Br)Br.[CH2:5]([NH:7][C:8]([C:10]1[C:18]2[S:17][C:16]([NH:19][C:20](=[O:24])[NH:21][CH2:22][CH3:23])=[N:15][C:14]=2[CH:13]=[C:12]([O:25]C)[CH:11]=1)=[O:9])[CH3:6], predict the reaction product. The product is: [CH2:5]([NH:7][C:8]([C:10]1[C:18]2[S:17][C:16]([NH:19][C:20](=[O:24])[NH:21][CH2:22][CH3:23])=[N:15][C:14]=2[CH:13]=[C:12]([OH:25])[CH:11]=1)=[O:9])[CH3:6].